From a dataset of Forward reaction prediction with 1.9M reactions from USPTO patents (1976-2016). Predict the product of the given reaction. (1) The product is: [ClH:34].[F:16][C:13]([F:14])([F:15])[C:9]1[C:8]2[C:2](=[O:1])[N:3]3[CH2:20][CH2:19][NH:18][CH2:17][CH:4]3[CH2:5][O:6][C:7]=2[CH:12]=[CH:11][CH:10]=1. Given the reactants [O:1]=[C:2]1[C:8]2[C:9]([C:13]([F:16])([F:15])[F:14])=[CH:10][CH:11]=[CH:12][C:7]=2[O:6][CH2:5][CH:4]2[CH2:17][N:18](C(OC(C)(C)C)=O)[CH2:19][CH2:20][N:3]12.C(OC(=O)C)C.[ClH:34], predict the reaction product. (2) The product is: [O:3]=[C:4]1[CH:5]=[C:6]([C@H:8]2[CH2:13][CH2:12][N:11]([C:14]([O:16][CH3:17])=[O:15])[C@@H:10]([CH2:18][C:19]3[CH:24]=[C:23]([F:25])[C:22]([F:26])=[C:21]([F:27])[CH:20]=3)[CH2:9]2)[O:7][NH:31]1. Given the reactants C([O:3][C:4](=O)[CH2:5][C:6]([C@H:8]1[CH2:13][CH2:12][N:11]([C:14]([O:16][CH3:17])=[O:15])[C@@H:10]([CH2:18][C:19]2[CH:24]=[C:23]([F:25])[C:22]([F:26])=[C:21]([F:27])[CH:20]=2)[CH2:9]1)=[O:7])C.[OH-].[Na+].[NH2:31]O.Cl, predict the reaction product.